From a dataset of Forward reaction prediction with 1.9M reactions from USPTO patents (1976-2016). Predict the product of the given reaction. (1) Given the reactants CC(C)([O-])C.[K+].[C:7]([C:9]1[CH:29]=[C:28]([C:30]2[N:35]=[C:34]([NH:36][C:37]3[CH:42]=[CH:41][C:40]([N:43]4[CH2:48][CH2:47][N:46]([CH:49]5[CH2:52][O:51][CH2:50]5)[CH2:45][CH2:44]4)=[CH:39][CH:38]=3)[N:33]=[CH:32][N:31]=2)[CH:27]=[CH:26][C:10]=1[O:11][C@H:12]1[CH2:17][CH2:16][N:15]([C:18]([O:20][C:21]([CH3:24])([CH3:23])[CH3:22])=[O:19])[CH2:14][C@H:13]1[F:25])#[N:8].F[C@H]1[C@@H](O)CCN(C(OC(C)(C)C)=O)C1.FC1C=CC(C2N=C(NC3C=CC(N4CCN(C5COC5)CC4)=CC=3)N=CN=2)=CC=1C#N, predict the reaction product. The product is: [C:7]([C:9]1[CH:29]=[C:28]([C:30]2[N:35]=[C:34]([NH:36][C:37]3[CH:42]=[CH:41][C:40]([N:43]4[CH2:44][CH2:45][N:46]([CH:49]5[CH2:50][O:51][CH2:52]5)[CH2:47][CH2:48]4)=[CH:39][CH:38]=3)[N:33]=[CH:32][N:31]=2)[CH:27]=[CH:26][C:10]=1[O:11][C@H:12]1[CH2:17][CH2:16][N:15]([C:18]([O:20][C:21]([CH3:24])([CH3:23])[CH3:22])=[O:19])[CH2:14][C@H:13]1[F:25])#[N:8]. (2) Given the reactants Cl[C:2]1[CH:11]=[CH:10][C:9]2[C:4](=[CH:5][CH:6]=[C:7]([Cl:22])[C:8]=2[NH:12][C:13](=[O:21])[CH2:14][CH:15]2[CH2:20][CH2:19][CH2:18][CH2:17][CH2:16]2)[N:3]=1.C(=O)([O-])[O-].[K+].[K+].[CH3:29][C:30]([O:33][C:34](=[O:39])[CH2:35][CH2:36][CH2:37][NH2:38])([CH3:32])[CH3:31].O, predict the reaction product. The product is: [Cl:22][C:7]1[C:8]([NH:12][C:13](=[O:21])[CH2:14][CH:15]2[CH2:20][CH2:19][CH2:18][CH2:17][CH2:16]2)=[C:9]2[C:4](=[CH:5][CH:6]=1)[N:3]=[C:2]([NH:38][CH2:37][CH2:36][CH2:35][C:34]([O:33][C:30]([CH3:32])([CH3:31])[CH3:29])=[O:39])[CH:11]=[CH:10]2.